This data is from Reaction yield outcomes from USPTO patents with 853,638 reactions. The task is: Predict the reaction yield, written as a fraction of the theoretical maximum amount of product (1.0 means a 100% yield; for example, 0.34 means a 34% yield). (1) The product is [O:11]=[C:9]([CH3:10])[CH2:8][C:5]1[CH:4]=[CH:3][C:2]([O:1][CH2:13][C:14]([O:16][CH2:17][CH3:18])=[O:15])=[CH:7][CH:6]=1. The yield is 1.00. The reactants are [OH:1][C:2]1[CH:7]=[CH:6][C:5]([CH2:8][C:9](=[O:11])[CH3:10])=[CH:4][CH:3]=1.Br[CH2:13][C:14]([O:16][CH2:17][CH3:18])=[O:15].C(=O)([O-])[O-].[K+].[K+]. The catalyst is C(#N)C. (2) The reactants are [N:1]1[C:6]2[CH2:7][CH2:8][CH2:9][CH2:10][CH2:11][CH2:12][C:5]=2[C:4](O)=[N:3][CH:2]=1.O=P(Cl)(Cl)[Cl:16].[OH-].[NH4+]. No catalyst specified. The product is [Cl:16][C:4]1[C:5]2[CH2:12][CH2:11][CH2:10][CH2:9][CH2:8][CH2:7][C:6]=2[N:1]=[CH:2][N:3]=1. The yield is 0.980. (3) The reactants are [CH3:1][N:2]1[C:7](=[O:8])[C:6]2[C:9]([C:30]3[CH:35]=[CH:34][CH:33]=[CH:32][CH:31]=3)=[C:10]([C:12]3[CH:17]=[CH:16][C:15]([C:18]4([NH:22][C:23](=[O:29])[O:24][C:25]([CH3:28])([CH3:27])[CH3:26])[CH2:21][CH2:20][CH2:19]4)=[CH:14][CH:13]=3)[O:11][C:5]=2[N:4]=[C:3]1S(C)(=O)=O.[NH2:40][C@@H:41]([CH3:44])[CH2:42][OH:43]. The catalyst is C1COCC1. The product is [OH:43][CH2:42][C@@H:41]([NH:40][C:3]1[N:2]([CH3:1])[C:7](=[O:8])[C:6]2[C:9]([C:30]3[CH:35]=[CH:34][CH:33]=[CH:32][CH:31]=3)=[C:10]([C:12]3[CH:13]=[CH:14][C:15]([C:18]4([NH:22][C:23](=[O:29])[O:24][C:25]([CH3:26])([CH3:27])[CH3:28])[CH2:21][CH2:20][CH2:19]4)=[CH:16][CH:17]=3)[O:11][C:5]=2[N:4]=1)[CH3:44]. The yield is 0.540. (4) The reactants are [Br:1][C:2]1([CH2:7][CH2:8][CH2:9][CH2:10][O:11]C(=O)C2C=CC(C)=CC=2)[CH2:4][C:3]1([Br:6])[Br:5].C(=O)([O-])[O-].[K+].[K+].O. The catalyst is CO. The product is [Br:1][C:2]1([CH2:7][CH2:8][CH2:9][CH2:10][OH:11])[CH2:4][C:3]1([Br:6])[Br:5]. The yield is 0.740. (5) The reactants are [Br:1][C:2]1[CH:7]=[CH:6][CH:5]=[C:4]([OH:8])[N:3]=1.S([O-])([O-])(=O)=O.[Na+].[Na+].[F:16][C:17]([F:25])(S(F)(=O)=O)C(O)=O.C([O-])(O)=O.[Na+]. The catalyst is C(#N)C. The product is [Br:1][C:2]1[CH:7]=[CH:6][CH:5]=[C:4]([O:8][CH:17]([F:25])[F:16])[N:3]=1. The yield is 0.500. (6) The reactants are [Cl:1][C:2]1[CH:19]=[CH:18][CH:17]=[C:16]([Cl:20])[C:3]=1[CH2:4][N:5]1[CH2:10][CH2:9][NH:8][C:7]2[N:11]=[CH:12][C:13](I)=[CH:14][C:6]1=2.[N:21]1([CH:26]2[CH2:31][CH2:30][N:29]([C:32]([C:34]3[CH:39]=[CH:38][C:37](B4OC(C)(C)C(C)(C)O4)=[CH:36][CH:35]=3)=[O:33])[CH2:28][CH2:27]2)[CH2:25][CH2:24][CH2:23][CH2:22]1. No catalyst specified. The product is [Cl:1][C:2]1[CH:19]=[CH:18][CH:17]=[C:16]([Cl:20])[C:3]=1[CH2:4][N:5]1[CH2:10][CH2:9][NH:8][C:7]2[N:11]=[CH:12][C:13]([C:37]3[CH:38]=[CH:39][C:34]([C:32]([N:29]4[CH2:28][CH2:27][CH:26]([N:21]5[CH2:22][CH2:23][CH2:24][CH2:25]5)[CH2:31][CH2:30]4)=[O:33])=[CH:35][CH:36]=3)=[CH:14][C:6]1=2. The yield is 0.100. (7) The reactants are C([O:5][C:6]([C:8]1[C:9]([O:26][CH:27]([CH3:29])[CH3:28])=[N:10][C:11]2[C:16]([C:17]=1[C:18]1[CH:23]=[CH:22][CH:21]=[C:20]([Cl:24])[CH:19]=1)=[CH:15][C:14]([Cl:25])=[CH:13][CH:12]=2)=[O:7])(C)(C)C.C(O)(C(F)(F)F)=O. The catalyst is C(Cl)Cl. The product is [Cl:25][C:14]1[CH:15]=[C:16]2[C:11](=[CH:12][CH:13]=1)[N:10]=[C:9]([O:26][CH:27]([CH3:28])[CH3:29])[C:8]([C:6]([OH:7])=[O:5])=[C:17]2[C:18]1[CH:23]=[CH:22][CH:21]=[C:20]([Cl:24])[CH:19]=1. The yield is 0.160.